From a dataset of Reaction yield outcomes from USPTO patents with 853,638 reactions. Predict the reaction yield, written as a fraction of the theoretical maximum amount of product (1.0 means a 100% yield; for example, 0.34 means a 34% yield). (1) The reactants are N[C:2]1[C:7]([CH:8]=[O:9])=[CH:6][C:5]([Br:10])=[CH:4][N:3]=1.[CH3:11][Mg]Br.C(O[CH2:17][CH3:18])C.[Cl-].[NH4+].[CH2:21]1[CH2:25]OC[CH2:22]1. No catalyst specified. The product is [NH2:3][C:2]1[CH:11]=[CH:4][C:5]([Br:10])=[CH:6][C:7]=1[CH:8]([CH:18]1[CH2:17][CH2:25][CH2:21][CH2:22]1)[OH:9]. The yield is 0.500. (2) The reactants are [CH3:1][C:2]([C:12]1[CH:17]=[CH:16][CH:15]=[CH:14][N:13]=1)([CH3:11])[C@H:3]([C:5]1[CH:10]=[CH:9][CH:8]=[CH:7][CH:6]=1)[NH2:4].C.CC(C1C=CC=CN=1)(C)C(C1C=CC=CC=1)=O.[C:36]([OH:43])(=[O:42])/[CH:37]=[CH:38]/[C:39]([OH:41])=[O:40]. The catalyst is CO.C(OCC)C. The product is [C:36]([OH:43])(=[O:42])/[CH:37]=[CH:38]/[C:39]([OH:41])=[O:40].[CH3:11][C:2]([C:12]1[CH:17]=[CH:16][CH:15]=[CH:14][N:13]=1)([CH3:1])[C@H:3]([C:5]1[CH:10]=[CH:9][CH:8]=[CH:7][CH:6]=1)[NH2:4]. The yield is 0.950. (3) The reactants are [CH3:1][C:2]1[N:11]([CH3:12])[C:10](=[O:13])[C:9]2[C:4](=[CH:5][CH:6]=[CH:7][CH:8]=2)[N:3]=1.[CH:14](=O)[C:15]1[CH:20]=[CH:19][CH:18]=[CH:17][CH:16]=1.N1CCCCC1. The catalyst is CCCCCC. The product is [CH3:12][N:11]1[C:10](=[O:13])[C:9]2[C:4](=[CH:5][CH:6]=[CH:7][CH:8]=2)[N:3]=[C:2]1[CH:1]=[CH:14][C:15]1[CH:20]=[CH:19][CH:18]=[CH:17][CH:16]=1. The yield is 0.600. (4) The yield is 0.300. No catalyst specified. The reactants are Cl.[CH3:2][C:3]1[C:7]([CH2:8][N:9]2[CH:13]=[C:12]([NH2:14])[CH:11]=[N:10]2)=[C:6]([CH3:15])[O:5][N:4]=1.[N:16]([CH:19]([CH:25]([CH3:27])[CH3:26])[C:20](OCC)=[O:21])=[C:17]=[O:18]. The product is [CH3:2][C:3]1[C:7]([CH2:8][N:9]2[CH:13]=[C:12]([N:14]3[C:20](=[O:21])[CH:19]([CH:25]([CH3:27])[CH3:26])[NH:16][C:17]3=[O:18])[CH:11]=[N:10]2)=[C:6]([CH3:15])[O:5][N:4]=1. (5) The reactants are [CH3:1][O:2][C:3]1[C:16]([O:17][CH3:18])=[CH:15][CH:14]=[C:13]([C:19]2[CH:20]=[C:21]3[C:25](=[CH:26][CH:27]=2)[C:24](=[O:28])[O:23][CH2:22]3)[C:4]=1[O:5][CH2:6][C:7]([CH3:12])([CH3:11])[C:8](O)=[O:9].Cl.CN(C)CCCN=C=NCC.C(N(CC)CC)C.O.O[N:50]1[C:54]2[CH:55]=CC=C[C:53]=2N=N1.C(N)(C)C. The catalyst is ClCCl.O. The product is [CH3:1][O:2][C:3]1[C:16]([O:17][CH3:18])=[CH:15][CH:14]=[C:13]([C:19]2[CH:20]=[C:21]3[C:25](=[CH:26][CH:27]=2)[C:24](=[O:28])[O:23][CH2:22]3)[C:4]=1[O:5][CH2:6][C:7]([CH3:11])([CH3:12])[C:8]([NH:50][CH:54]([CH3:55])[CH3:53])=[O:9]. The yield is 0.270. (6) The reactants are N1C=CC=CC=1.[CH3:7][O:8][C:9]1[C:18]2[CH2:17][C@@H:16]([NH:19][C:20](=[O:25])[C:21]([F:24])([F:23])[F:22])[CH2:15][CH2:14][C:13]=2[C:12]([S:26](Cl)(=[O:28])=[O:27])=[CH:11][CH:10]=1.[Cl:30][C:31]1[CH:32]=[C:33]([CH:35]=[CH:36][C:37]=1[F:38])[NH2:34]. The catalyst is ClCCl. The product is [Cl:30][C:31]1[CH:32]=[C:33]([NH:34][S:26]([C:12]2[CH:11]=[CH:10][C:9]([O:8][CH3:7])=[C:18]3[C:13]=2[CH2:14][CH2:15][C@H:16]([NH:19][C:20](=[O:25])[C:21]([F:24])([F:23])[F:22])[CH2:17]3)(=[O:28])=[O:27])[CH:35]=[CH:36][C:37]=1[F:38]. The yield is 0.770. (7) The reactants are [O:1]([C:8]1[CH:28]=[CH:27][C:11]([O:12][C:13]2[CH:18]=[CH:17][N:16]=[CH:15][C:14]=2[C:19]2[CH:20]=[C:21]([CH2:25][NH2:26])[CH:22]=[CH:23][CH:24]=2)=[CH:10][CH:9]=1)[C:2]1[CH:7]=[CH:6][CH:5]=[CH:4][CH:3]=1.[C:29](O)(=[O:33])[C:30]#[C:31][CH3:32]. No catalyst specified. The product is [O:1]([C:8]1[CH:9]=[CH:10][C:11]([O:12][C:13]2[CH:18]=[CH:17][N:16]=[CH:15][C:14]=2[C:19]2[CH:20]=[C:21]([CH:22]=[CH:23][CH:24]=2)[CH2:25][NH:26][C:29](=[O:33])[C:30]#[C:31][CH3:32])=[CH:27][CH:28]=1)[C:2]1[CH:7]=[CH:6][CH:5]=[CH:4][CH:3]=1. The yield is 0.640.